From a dataset of Reaction yield outcomes from USPTO patents with 853,638 reactions. Predict the reaction yield, written as a fraction of the theoretical maximum amount of product (1.0 means a 100% yield; for example, 0.34 means a 34% yield). (1) The reactants are [C:1]([O:5][C:6]([N:8]1[CH2:12][CH2:11][CH2:10][CH:9]1[C:13](=[O:29])[NH:14][C:15]([C:22]1[CH:27]=[CH:26][C:25]([Br:28])=[CH:24][CH:23]=1)([C:17](OCC)=[O:18])[CH3:16])=[O:7])([CH3:4])([CH3:3])[CH3:2].[NH3:30]. The catalyst is C(O)C. The product is [C:1]([O:5][C:6]([N:8]1[CH2:12][CH2:11][CH2:10][CH:9]1[C:13](=[O:29])[NH:14][C:15]([C:22]1[CH:27]=[CH:26][C:25]([Br:28])=[CH:24][CH:23]=1)([C:17](=[O:18])[NH2:30])[CH3:16])=[O:7])([CH3:3])([CH3:2])[CH3:4]. The yield is 0.640. (2) The reactants are [Cl:1][C:2]1[CH:3]=[C:4]2[C:10]([C:11]#[N:12])=[CH:9][N:8]([CH:13]3[CH2:16][CH2:15][CH2:14]3)[C:5]2=[CH:6][N:7]=1.[Li+].CC([N-]C(C)C)C.[CH2:25]([Sn:29](I)([CH2:34][CH2:35][CH2:36][CH3:37])[CH2:30][CH2:31][CH2:32][CH3:33])[CH2:26][CH2:27][CH3:28]. The product is [Cl:1][C:2]1[CH:3]=[C:4]2[C:10]([C:11]#[N:12])=[C:9]([Sn:29]([CH2:30][CH2:31][CH2:32][CH3:33])([CH2:34][CH2:35][CH2:36][CH3:37])[CH2:25][CH2:26][CH2:27][CH3:28])[N:8]([CH:13]3[CH2:14][CH2:15][CH2:16]3)[C:5]2=[CH:6][N:7]=1. The catalyst is C1COCC1. The yield is 0.580. (3) The reactants are Br[C:2]1[CH:3]=[C:4]([N:8]2[C:12]3=[N:13][CH:14]=[C:15]([F:17])[CH:16]=[C:11]3[C:10]([C:18]([NH2:20])=[O:19])=[N:9]2)[CH:5]=[CH:6][CH:7]=1.[C:21]([C@:23]1([OH:30])[CH2:27][CH2:26][N:25]([CH3:28])[C:24]1=[O:29])#[CH:22]. No catalyst specified. The product is [F:17][C:15]1[CH:16]=[C:11]2[C:10]([C:18]([NH2:20])=[O:19])=[N:9][N:8]([C:4]3[CH:5]=[CH:6][CH:7]=[C:2]([C:22]#[C:21][C@:23]4([OH:30])[CH2:27][CH2:26][N:25]([CH3:28])[C:24]4=[O:29])[CH:3]=3)[C:12]2=[N:13][CH:14]=1. The yield is 0.310. (4) The yield is 0.110. The reactants are Cl[C:2]1[N:3]=[C:4]([N:18]2[CH2:23][CH2:22][O:21][CH2:20][CH2:19]2)[C:5]2[N:11]=[CH:10][C:9]([C:12]3[CH:13]=[N:14][N:15]([CH3:17])[CH:16]=3)=[CH:8][C:6]=2[N:7]=1.[F:24][C:25]1[C:30]([F:31])=[C:29](B2OC(C)(C)C(C)(C)O2)[CH:28]=[CH:27][C:26]=1[NH:41][C:42](=[O:55])[NH:43][C:44]1[CH:54]=[CH:53][C:47]([C:48]([N:50]([CH3:52])[CH3:51])=[O:49])=[CH:46][CH:45]=1.C(=O)([O-])[O-].[Cs+].[Cs+].C1(C)C=CC=CC=1. The catalyst is Cl[Pd](Cl)([P](C1C=CC=CC=1)(C1C=CC=CC=1)C1C=CC=CC=1)[P](C1C=CC=CC=1)(C1C=CC=CC=1)C1C=CC=CC=1.O.CCO. The product is [F:24][C:25]1[C:30]([F:31])=[C:29]([C:2]2[N:3]=[C:4]([N:18]3[CH2:23][CH2:22][O:21][CH2:20][CH2:19]3)[C:5]3[N:11]=[CH:10][C:9]([C:12]4[CH:13]=[N:14][N:15]([CH3:17])[CH:16]=4)=[CH:8][C:6]=3[N:7]=2)[CH:28]=[CH:27][C:26]=1[NH:41][C:42](=[O:55])[NH:43][C:44]1[CH:54]=[CH:53][C:47]([C:48]([N:50]([CH3:52])[CH3:51])=[O:49])=[CH:46][CH:45]=1.